From a dataset of NCI-60 drug combinations with 297,098 pairs across 59 cell lines. Regression. Given two drug SMILES strings and cell line genomic features, predict the synergy score measuring deviation from expected non-interaction effect. (1) Synergy scores: CSS=6.87, Synergy_ZIP=2.47, Synergy_Bliss=4.62, Synergy_Loewe=6.05, Synergy_HSA=7.18. Drug 1: C1=CC=C(C=C1)NC(=O)CCCCCCC(=O)NO. Cell line: HL-60(TB). Drug 2: C(CCl)NC(=O)N(CCCl)N=O. (2) Drug 1: CC1=C(C=C(C=C1)NC(=O)C2=CC=C(C=C2)CN3CCN(CC3)C)NC4=NC=CC(=N4)C5=CN=CC=C5. Drug 2: CC1C(C(CC(O1)OC2CC(CC3=C2C(=C4C(=C3O)C(=O)C5=CC=CC=C5C4=O)O)(C(=O)C)O)N)O. Cell line: NCI-H522. Synergy scores: CSS=29.2, Synergy_ZIP=-2.79, Synergy_Bliss=-5.85, Synergy_Loewe=-27.3, Synergy_HSA=-6.64. (3) Drug 1: C1=C(C(=O)NC(=O)N1)N(CCCl)CCCl. Drug 2: CC1=C(C=C(C=C1)NC(=O)C2=CC=C(C=C2)CN3CCN(CC3)C)NC4=NC=CC(=N4)C5=CN=CC=C5. Cell line: SF-295. Synergy scores: CSS=36.5, Synergy_ZIP=6.67, Synergy_Bliss=8.24, Synergy_Loewe=3.04, Synergy_HSA=7.16. (4) Drug 1: C1=NC(=NC(=O)N1C2C(C(C(O2)CO)O)O)N. Drug 2: C1=CC=C(C(=C1)C(C2=CC=C(C=C2)Cl)C(Cl)Cl)Cl. Cell line: NCI-H226. Synergy scores: CSS=3.48, Synergy_ZIP=-1.70, Synergy_Bliss=0.463, Synergy_Loewe=0.240, Synergy_HSA=0.240. (5) Cell line: MDA-MB-231. Drug 1: CC=C1C(=O)NC(C(=O)OC2CC(=O)NC(C(=O)NC(CSSCCC=C2)C(=O)N1)C(C)C)C(C)C. Drug 2: CS(=O)(=O)OCCCCOS(=O)(=O)C. Synergy scores: CSS=23.6, Synergy_ZIP=-1.10, Synergy_Bliss=-1.60, Synergy_Loewe=-24.8, Synergy_HSA=-4.40. (6) Drug 1: COC1=C(C=C2C(=C1)N=CN=C2NC3=CC(=C(C=C3)F)Cl)OCCCN4CCOCC4. Drug 2: CCCCC(=O)OCC(=O)C1(CC(C2=C(C1)C(=C3C(=C2O)C(=O)C4=C(C3=O)C=CC=C4OC)O)OC5CC(C(C(O5)C)O)NC(=O)C(F)(F)F)O. Cell line: T-47D. Synergy scores: CSS=17.0, Synergy_ZIP=-5.09, Synergy_Bliss=-3.23, Synergy_Loewe=-0.941, Synergy_HSA=-0.681. (7) Drug 1: CC12CCC(CC1=CCC3C2CCC4(C3CC=C4C5=CN=CC=C5)C)O. Drug 2: CC1=C2C(C(=O)C3(C(CC4C(C3C(C(C2(C)C)(CC1OC(=O)C(C(C5=CC=CC=C5)NC(=O)OC(C)(C)C)O)O)OC(=O)C6=CC=CC=C6)(CO4)OC(=O)C)O)C)O. Cell line: PC-3. Synergy scores: CSS=43.9, Synergy_ZIP=16.5, Synergy_Bliss=14.3, Synergy_Loewe=-10.4, Synergy_HSA=15.0. (8) Drug 1: CNC(=O)C1=CC=CC=C1SC2=CC3=C(C=C2)C(=NN3)C=CC4=CC=CC=N4. Drug 2: CC1=C(C(CCC1)(C)C)C=CC(=CC=CC(=CC(=O)O)C)C. Cell line: MDA-MB-231. Synergy scores: CSS=-11.6, Synergy_ZIP=4.55, Synergy_Bliss=-3.48, Synergy_Loewe=-5.84, Synergy_HSA=-9.89.